Dataset: Forward reaction prediction with 1.9M reactions from USPTO patents (1976-2016). Task: Predict the product of the given reaction. (1) Given the reactants [CH:1]1([C@H:5]([NH:7][C:8]2[N:16]=[C:15]([C:17]([OH:19])=[O:18])[N:14]=[C:13]3[C:9]=2[N:10]([CH2:34][C:35]2[CH:40]=[CH:39][C:38]([C:41]([F:44])([F:43])[F:42])=[CH:37][CH:36]=2)[C:11]([C:20]2[CH:25]=[C:24]([CH:26](O)[C:27]4[CH:32]=[CH:31][CH:30]=[CH:29][CH:28]=4)[CH:23]=[CH:22][N:21]=2)=[N:12]3)[CH3:6])[CH2:4][CH2:3][CH2:2]1.C(O)(C(F)(F)F)=O, predict the reaction product. The product is: [CH2:26]([C:24]1[CH:23]=[CH:22][N:21]=[C:20]([C:11]2[N:10]([CH2:34][C:35]3[CH:40]=[CH:39][C:38]([C:41]([F:43])([F:42])[F:44])=[CH:37][CH:36]=3)[C:9]3[C:13](=[N:14][C:15]([C:17]([OH:19])=[O:18])=[N:16][C:8]=3[NH:7][C@@H:5]([CH:1]3[CH2:2][CH2:3][CH2:4]3)[CH3:6])[N:12]=2)[CH:25]=1)[C:27]1[CH:28]=[CH:29][CH:30]=[CH:31][CH:32]=1. (2) Given the reactants Cl[C:2]1[C:3]2[N:10]([CH2:11][CH2:12][O:13][CH2:14][CH3:15])[CH:9]=[CH:8][C:4]=2[N:5]=[CH:6][N:7]=1.[CH3:16][C:17]1[CH:18]=[C:19]([CH:21]=[CH:22][C:23]=1[O:24][C:25]1[CH:26]=[N:27][C:28]([CH3:31])=[CH:29][CH:30]=1)[NH2:20], predict the reaction product. The product is: [CH2:14]([O:13][CH2:12][CH2:11][N:10]1[C:3]2[C:2]([NH:20][C:19]3[CH:21]=[CH:22][C:23]([O:24][C:25]4[CH:26]=[N:27][C:28]([CH3:31])=[CH:29][CH:30]=4)=[C:17]([CH3:16])[CH:18]=3)=[N:7][CH:6]=[N:5][C:4]=2[CH:8]=[CH:9]1)[CH3:15]. (3) Given the reactants [NH2:1][CH2:2][CH2:3][C:4]1[N:5]([CH:27]([C:34]2[CH:39]=[CH:38][CH:37]=[CH:36][CH:35]=2)[C:28]2[CH:33]=[CH:32][CH:31]=[CH:30][CH:29]=2)[C:6]2[C:11]([C:12]=1[CH2:13][CH2:14][O:15][C:16]1[CH:25]=[CH:24][C:19]([C:20]([O:22]C)=[O:21])=[CH:18][CH:17]=1)=[CH:10][C:9]([Cl:26])=[CH:8][CH:7]=2.[Cl:40][C:41]1[CH:42]=[C:43]([S:48](Cl)(=[O:50])=[O:49])[CH:44]=[C:45]([Cl:47])[CH:46]=1, predict the reaction product. The product is: [CH:27]([N:5]1[C:6]2[C:11](=[CH:10][C:9]([Cl:26])=[CH:8][CH:7]=2)[C:12]([CH2:13][CH2:14][O:15][C:16]2[CH:25]=[CH:24][C:19]([C:20]([OH:22])=[O:21])=[CH:18][CH:17]=2)=[C:4]1[CH2:3][CH2:2][NH:1][S:48]([C:43]1[CH:42]=[C:41]([Cl:40])[CH:46]=[C:45]([Cl:47])[CH:44]=1)(=[O:50])=[O:49])([C:28]1[CH:29]=[CH:30][CH:31]=[CH:32][CH:33]=1)[C:34]1[CH:35]=[CH:36][CH:37]=[CH:38][CH:39]=1. (4) Given the reactants [H-].[Na+].[CH2:3]1[C:11]2[C:6](=[CH:7][CH:8]=[CH:9][CH:10]=2)[CH2:5][CH:4]1[NH:12][C:13]1[N:14]=[CH:15][C:16]2[CH2:21][N:20]([C:22]([O:24][CH2:25][CH2:26][CH2:27]Cl)=[O:23])[CH2:19][C:17]=2[N:18]=1.[NH:29]1[CH:33]=[CH:32][N:31]=[CH:30]1, predict the reaction product. The product is: [CH2:3]1[C:11]2[C:6](=[CH:7][CH:8]=[CH:9][CH:10]=2)[CH2:5][CH:4]1[NH:12][C:13]1[N:14]=[CH:15][C:16]2[CH2:21][N:20]([C:22]([O:24][CH2:25][CH2:26][CH2:27][N:29]3[CH:33]=[CH:32][N:31]=[CH:30]3)=[O:23])[CH2:19][C:17]=2[N:18]=1.